From a dataset of Reaction yield outcomes from USPTO patents with 853,638 reactions. Predict the reaction yield, written as a fraction of the theoretical maximum amount of product (1.0 means a 100% yield; for example, 0.34 means a 34% yield). (1) The yield is 0.790. The reactants are Br[C:2]1[CH:7]=[CH:6][C:5]([Cl:8])=[C:4]([Cl:9])[CH:3]=1.[Li]CCCC.CON(C)[C:18](=[O:22])[CH2:19][O:20][CH3:21]. The catalyst is CCOCC. The product is [Cl:9][C:4]1[CH:3]=[C:2]([C:18](=[O:22])[CH2:19][O:20][CH3:21])[CH:7]=[CH:6][C:5]=1[Cl:8]. (2) The reactants are [CH3:1][O:2][C:3](=[O:20])[CH2:4][C:5]1[C:14]([CH3:15])=[C:13]([C:16](Cl)=[O:17])[C:12]2[C:7](=[CH:8][CH:9]=[C:10]([F:19])[CH:11]=2)[CH:6]=1.[C:21]([O:25][C:26]([N:28]1[CH2:33][CH2:32][NH:31][CH2:30][CH2:29]1)=[O:27])([CH3:24])([CH3:23])[CH3:22].C(N(CC)CC)C. The catalyst is ClCCl. The product is [C:21]([O:25][C:26]([N:28]1[CH2:33][CH2:32][N:31]([C:16]([C:13]2[C:12]3[C:7](=[CH:8][CH:9]=[C:10]([F:19])[CH:11]=3)[CH:6]=[C:5]([CH2:4][C:3]([O:2][CH3:1])=[O:20])[C:14]=2[CH3:15])=[O:17])[CH2:30][CH2:29]1)=[O:27])([CH3:24])([CH3:22])[CH3:23]. The yield is 0.920. (3) The reactants are [NH2:1][C:2]1[N:7]=[C:6]([NH:8][C@H:9]2[CH2:14][CH2:13][C@H:12]([O:15][CH3:16])[CH2:11][CH2:10]2)[C:5](/[CH:17]=[CH:18]/[C:19](OCC)=[O:20])=[C:4]([CH3:24])[N:3]=1.CCCCC=CCCCCC.C(N(CC)CC)C. The catalyst is COC(C)(C)C. The product is [NH2:1][C:2]1[N:3]=[C:4]([CH3:24])[C:5]2[CH:17]=[CH:18][C:19](=[O:20])[N:8]([C@H:9]3[CH2:14][CH2:13][C@H:12]([O:15][CH3:16])[CH2:11][CH2:10]3)[C:6]=2[N:7]=1. The yield is 0.830. (4) The yield is 0.950. The product is [C:8]([C:4]1[CH:3]=[C:2]([O:16][C:17]2[CH:18]=[CH:19][C:20]([CH2:23][CH2:24][C:25]([OH:27])=[O:26])=[CH:21][CH:22]=2)[CH:7]=[CH:6][N:5]=1)#[N:9]. The catalyst is CN(C=O)C. The reactants are Cl[C:2]1[CH:7]=[CH:6][N:5]=[C:4]([C:8]#[N:9])[CH:3]=1.C(=O)([O-])[O-].[Cs+].[Cs+].[OH:16][C:17]1[CH:22]=[CH:21][C:20]([CH2:23][CH2:24][C:25]([OH:27])=[O:26])=[CH:19][CH:18]=1. (5) The reactants are [F:1][C:2]([F:29])([F:28])[O:3][C:4]1[CH:9]=[CH:8][C:7]([N:10]2[CH:14]=[N:13][C:12]([C:15]3[CH:20]=[CH:19][C:18]([CH2:21][CH2:22]C(N=[N+]=[N-])=O)=[CH:17][CH:16]=3)=[N:11]2)=[CH:6][CH:5]=1.C(=O)([O-])[O-].[Cs+].[Cs+].[CH:36]([C:39]1[CH:44]=[CH:43][CH:42]=[CH:41][C:40]=1[NH:45][C:46]([NH2:48])=[S:47])([CH3:38])[CH3:37].NC([NH:52][C:53](N)=[O:54])=S.[C:56]([O-])(=[O:58])[CH3:57].[Na+].BrCC(OC)=O. The yield is 0.620. The product is [CH:36]([C:39]1[CH:44]=[CH:43][CH:42]=[CH:41][C:40]=1[N:45]1[C:56](=[O:58])[CH2:57][S:47]/[C:46]/1=[N:48]\[C:53]([NH:52][CH2:22][CH2:21][C:18]1[CH:19]=[CH:20][C:15]([C:12]2[N:13]=[CH:14][N:10]([C:7]3[CH:6]=[CH:5][C:4]([O:3][C:2]([F:29])([F:28])[F:1])=[CH:9][CH:8]=3)[N:11]=2)=[CH:16][CH:17]=1)=[O:54])([CH3:38])[CH3:37]. The catalyst is C(#N)C.C(O)C.C(OCC)(=O)C. (6) The reactants are C1C=CC(P(C2C=CC=CC=2)C2C=CC=CC=2)=CC=1.II.[C:22]([O:26][C:27](=[O:55])[N:28]([CH2:30][CH2:31][C:32]([NH:34][NH:35][C:36]([C@@H:38]1[CH2:44][CH2:43][C@@H:42]2[CH2:45][N:39]1[C:40](=[O:54])[N:41]2[O:46][CH2:47][C:48]1[CH:53]=[CH:52][CH:51]=[CH:50][CH:49]=1)=O)=[O:33])[CH3:29])([CH3:25])([CH3:24])[CH3:23]. The catalyst is C(Cl)Cl. The product is [CH2:47]([O:46][N:41]1[C:40](=[O:54])[N:39]2[CH2:45][C@H:42]1[CH2:43][CH2:44][C@H:38]2[C:36]1[O:33][C:32]([CH2:31][CH2:30][N:28]([CH3:29])[C:27](=[O:55])[O:26][C:22]([CH3:24])([CH3:25])[CH3:23])=[N:34][N:35]=1)[C:48]1[CH:53]=[CH:52][CH:51]=[CH:50][CH:49]=1. The yield is 0.850. (7) The yield is 0.770. No catalyst specified. The reactants are Br[C:2]1[CH:3]=[C:4]2[C:9](=[CH:10][C:11]=1[F:12])[O:8][CH2:7][CH2:6][CH:5]2[C:13]([O:15][CH3:16])=[O:14].[CH3:17][N:18]1CCCC1=O. The product is [C:17]([C:2]1[CH:3]=[C:4]2[C:9](=[CH:10][C:11]=1[F:12])[O:8][CH2:7][CH2:6][CH:5]2[C:13]([O:15][CH3:16])=[O:14])#[N:18].